This data is from Reaction yield outcomes from USPTO patents with 853,638 reactions. The task is: Predict the reaction yield, written as a fraction of the theoretical maximum amount of product (1.0 means a 100% yield; for example, 0.34 means a 34% yield). (1) No catalyst specified. The product is [CH2:1]([N:5]1[CH:9]=[C:8]([C:10]2[CH:15]=[CH:14][C:13]([Cl:16])=[CH:12][C:11]=2[Cl:17])[N:7]=[C:6]1[C@@H:18]([NH:27][C:28]([C@H:30]1[CH2:35][CH2:34][C@H:33]([CH2:36][CH3:37])[CH2:32][CH2:31]1)=[O:29])[CH2:19][C:20]1[CH:21]=[CH:22][C:23]([O:26][CH2:39][C:40]2[CH:49]=[CH:48][C:43]([C:44]([OH:46])=[O:45])=[CH:42][CH:41]=2)=[CH:24][CH:25]=1)/[CH:2]=[CH:3]/[CH3:4]. The reactants are [CH2:1]([N:5]1[CH:9]=[C:8]([C:10]2[CH:15]=[CH:14][C:13]([Cl:16])=[CH:12][C:11]=2[Cl:17])[N:7]=[C:6]1[C@@H:18]([NH:27][C:28]([C@H:30]1[CH2:35][CH2:34][C@H:33]([CH2:36][CH3:37])[CH2:32][CH2:31]1)=[O:29])[CH2:19][C:20]1[CH:25]=[CH:24][C:23]([OH:26])=[CH:22][CH:21]=1)/[CH:2]=[CH:3]/[CH3:4].Br[CH2:39][C:40]1[CH:49]=[CH:48][C:43]([C:44]([O:46]C)=[O:45])=[CH:42][CH:41]=1. The yield is 0.720. (2) The reactants are C(OC([N:11]1[CH2:17][CH2:16][C:15]2[CH:18]=[CH:19][C:20]([NH:22][S:23]([C:26]3[CH:31]=[CH:30][C:29]([CH3:32])=[CH:28][CH:27]=3)(=[O:25])=[O:24])=[CH:21][C:14]=2[CH2:13][CH2:12]1)=O)C1C=CC=CC=1. The catalyst is CO.[Pd]. The product is [CH3:32][C:29]1[CH:28]=[CH:27][C:26]([S:23]([NH:22][C:20]2[CH:19]=[CH:18][C:15]3[CH2:16][CH2:17][NH:11][CH2:12][CH2:13][C:14]=3[CH:21]=2)(=[O:24])=[O:25])=[CH:31][CH:30]=1. The yield is 0.850. (3) The reactants are [CH3:1][C:2]1[CH:16]=[CH:15][C:5]([CH:6]=[C:7]([C:12](=O)[CH3:13])[C:8]([O:10][CH3:11])=[O:9])=[CH:4][CH:3]=1.Cl.[NH2:18][C:19]([NH2:26])=[CH:20][C:21]([O:23][CH2:24][CH3:25])=[O:22].CN1CCOCC1. The catalyst is C(O)(C)C. The product is [NH2:18][C:19]1[NH:26][C:12]([CH3:13])=[C:7]([C:8]([O:10][CH3:11])=[O:9])[CH:6]([C:5]2[CH:15]=[CH:16][C:2]([CH3:1])=[CH:3][CH:4]=2)[C:20]=1[C:21]([O:23][CH2:24][CH3:25])=[O:22]. The yield is 0.850.